From a dataset of Catalyst prediction with 721,799 reactions and 888 catalyst types from USPTO. Predict which catalyst facilitates the given reaction. (1) Reactant: [N+:1]([C:4]1[CH:9]=[CH:8][C:7]([N:10]2[CH2:14][CH2:13][CH2:12][CH2:11]2)=[CH:6][C:5]=1[NH2:15])([O-:3])=[O:2].N1C=CC=CC=1.[C:22](Cl)(=[O:29])[C:23]1[CH:28]=[CH:27][CH:26]=[CH:25][CH:24]=1. Product: [N+:1]([C:4]1[CH:9]=[CH:8][C:7]([N:10]2[CH2:14][CH2:13][CH2:12][CH2:11]2)=[CH:6][C:5]=1[NH:15][C:22](=[O:29])[C:23]1[CH:28]=[CH:27][CH:26]=[CH:25][CH:24]=1)([O-:3])=[O:2]. The catalyst class is: 4. (2) Reactant: C(O)(C(F)(F)F)=O.[CH2:8]([O:15][C:16](=[O:35])[CH2:17][CH:18]1[CH2:27][CH2:26][C:25]2[C:20](=[CH:21][CH:22]=[CH:23][CH:24]=2)[N:19]1C(OC(C)(C)C)=O)[C:9]1[CH:14]=[CH:13][CH:12]=[CH:11][CH:10]=1. Product: [NH:19]1[C:20]2[C:25](=[CH:24][CH:23]=[CH:22][CH:21]=2)[CH2:26][CH2:27][CH:18]1[CH2:17][C:16]([O:15][CH2:8][C:9]1[CH:10]=[CH:11][CH:12]=[CH:13][CH:14]=1)=[O:35]. The catalyst class is: 2. (3) The catalyst class is: 12. Product: [ClH:32].[C:1]1([C@@H:7]([C:12]2[C:20]3[C:15](=[CH:16][C:17]([O:21][CH2:22][CH2:23][CH2:24][NH:25][C:26]4[CH:31]=[CH:30][CH:29]=[CH:28][N:27]=4)=[CH:18][CH:19]=3)[NH:14][CH:13]=2)[CH2:8][C:9]([OH:11])=[O:10])[CH:6]=[CH:5][CH:4]=[CH:3][CH:2]=1. Reactant: [C:1]1([C@@H:7]([C:12]2[C:20]3[C:15](=[CH:16][C:17]([O:21][CH2:22][CH2:23][CH2:24][NH:25][C:26]4[CH:31]=[CH:30][CH:29]=[CH:28][N:27]=4)=[CH:18][CH:19]=3)[NH:14][CH:13]=2)[CH2:8][C:9]([OH:11])=[O:10])[CH:6]=[CH:5][CH:4]=[CH:3][CH:2]=1.[ClH:32]. (4) Reactant: [ClH:1].C([O:4][CH2:5][CH3:6])C.[NH2:7][C@H:8]1[CH2:12][N:11](C(OCC2C=CC=CC=2)=O)[C@H:10]([C:23]([O:25][CH3:26])=[O:24])[CH2:9]1. Product: [ClH:1].[C:5]([NH:7][C@H:8]1[CH2:12][NH:11][C@H:10]([C:23]([O:25][CH3:26])=[O:24])[CH2:9]1)(=[O:4])[C:6]1[CH:23]=[CH:10][CH:9]=[CH:8][CH:12]=1. The catalyst class is: 5.